From a dataset of Peptide-MHC class II binding affinity with 134,281 pairs from IEDB. Regression. Given a peptide amino acid sequence and an MHC pseudo amino acid sequence, predict their binding affinity value. This is MHC class II binding data. (1) The peptide sequence is QSKLSRNFTKGVKKI. The MHC is DRB5_0101 with pseudo-sequence DRB5_0101. The binding affinity (normalized) is 0.690. (2) The peptide sequence is LFTIRQEMASRGLWD. The MHC is DRB1_0101 with pseudo-sequence DRB1_0101. The binding affinity (normalized) is 0.703. (3) The peptide sequence is GPKEPFRDYVDRFYKTLR. The MHC is HLA-DQA10501-DQB10301 with pseudo-sequence HLA-DQA10501-DQB10301. The binding affinity (normalized) is 0.0944. (4) The peptide sequence is LVQGAYLALNMT. The MHC is H-2-IAs with pseudo-sequence H-2-IAs. The binding affinity (normalized) is 0. (5) The peptide sequence is SQTTANPSCPEGT. The MHC is DRB3_0101 with pseudo-sequence DRB3_0101. The binding affinity (normalized) is 0.